From a dataset of Forward reaction prediction with 1.9M reactions from USPTO patents (1976-2016). Predict the product of the given reaction. (1) The product is: [CH2:32]([O:26][C:5]1[CH:6]=[C:7]([C:10]2[O:11][CH:12]=[C:13]([CH2:15][CH2:16][C:17]([C:19]3[C:24]([CH3:25])=[CH:23][CH:22]=[CH:21][N:20]=3)=[O:18])[N:14]=2)[CH:8]=[CH:9][C:4]=1[O:3][CH:2]([F:1])[F:27])[CH2:31][CH:30]=[CH2:29]. Given the reactants [F:1][CH:2]([F:27])[O:3][C:4]1[CH:9]=[CH:8][C:7]([C:10]2[O:11][CH:12]=[C:13]([CH2:15][CH2:16][C:17]([C:19]3[C:24]([CH3:25])=[CH:23][CH:22]=[CH:21][N:20]=3)=[O:18])[N:14]=2)=[CH:6][C:5]=1[OH:26].N12CCCN=C1C[CH2:32][CH2:31][CH2:30][CH2:29]2.BrCCC=C.O, predict the reaction product. (2) The product is: [C:1]([O:5][C:6]([NH:8][CH2:9][C@H:10]1[CH2:15][CH2:14][C@H:13]([C:16]([NH:18][C@H:19]([C:37](=[O:50])[NH:38][C:39]2[CH:44]=[CH:43][C:42]([C:45]3[NH:49][N:48]=[N:47][N:46]=3)=[CH:41][CH:40]=2)[CH2:20][C:21]2[CH:22]=[C:23]([C:27]3[CH:32]=[CH:31][C:30]([C:33]([NH:51][CH:52]4[CH:57]5[CH:53]4[CH2:54][N:55]([C:58]([O:60][C:61]([CH3:64])([CH3:63])[CH3:62])=[O:59])[CH2:56]5)=[O:34])=[CH:29][C:28]=3[CH3:36])[CH:24]=[CH:25][CH:26]=2)=[O:17])[CH2:12][CH2:11]1)=[O:7])([CH3:4])([CH3:2])[CH3:3]. Given the reactants [C:1]([O:5][C:6]([NH:8][CH2:9][C@H:10]1[CH2:15][CH2:14][C@H:13]([C:16]([NH:18][C@H:19]([C:37](=[O:50])[NH:38][C:39]2[CH:44]=[CH:43][C:42]([C:45]3[NH:49][N:48]=[N:47][N:46]=3)=[CH:41][CH:40]=2)[CH2:20][C:21]2[CH:22]=[C:23]([C:27]3[CH:32]=[CH:31][C:30]([C:33](O)=[O:34])=[CH:29][C:28]=3[CH3:36])[CH:24]=[CH:25][CH:26]=2)=[O:17])[CH2:12][CH2:11]1)=[O:7])([CH3:4])([CH3:3])[CH3:2].[NH2:51][CH:52]1[CH:57]2[CH:53]1[CH2:54][N:55]([C:58]([O:60][C:61]([CH3:64])([CH3:63])[CH3:62])=[O:59])[CH2:56]2.F[P-](F)(F)(F)(F)F.CN(C(ON1C2=NC=CC=C2N=N1)=[N+](C)C)C.C(N(CC)C(C)C)(C)C, predict the reaction product. (3) Given the reactants [CH2:1]([O:8][C:9]1[C:10]2[CH:30]=[CH:29][CH:28]=[CH:27][C:11]=2[C:12]2[C@H:13]([CH2:25][Cl:26])[CH2:14][N:15](C(OC(C)(C)C)=O)[C:16]=2[CH:17]=1)[C:2]1[CH:7]=[CH:6][CH:5]=[CH:4][CH:3]=1.Cl, predict the reaction product. The product is: [CH2:1]([O:8][C:9]1[C:10]2[CH:30]=[CH:29][CH:28]=[CH:27][C:11]=2[C:12]2[C@H:13]([CH2:25][Cl:26])[CH2:14][NH:15][C:16]=2[CH:17]=1)[C:2]1[CH:3]=[CH:4][CH:5]=[CH:6][CH:7]=1. (4) Given the reactants [C:1]([O:5][C:6]([N:8]1[CH2:13][CH2:12][NH:11][CH2:10][CH2:9]1)=[O:7])([CH3:4])([CH3:3])[CH3:2].C([O-])([O-])=O.[K+].[K+].[F:20][C:21]([F:31])([F:30])[C:22]1[CH:23]=[C:24]([CH:27]=[CH:28][CH:29]=1)[CH2:25]Br.O, predict the reaction product. The product is: [F:20][C:21]([F:30])([F:31])[C:22]1[CH:23]=[C:24]([CH:27]=[CH:28][CH:29]=1)[CH2:25][N:11]1[CH2:12][CH2:13][N:8]([C:6]([O:5][C:1]([CH3:4])([CH3:2])[CH3:3])=[O:7])[CH2:9][CH2:10]1. (5) Given the reactants [Cl:1][C:2]1[N:6]2[CH:7]=[CH:8][CH:9]=[C:10]([CH3:11])[C:5]2=[N:4][C:3]=1[CH2:12][C@@H:13]1[CH2:18][CH2:17][CH2:16][CH2:15][N:14]1C(OC(C)(C)C)=O, predict the reaction product. The product is: [Cl:1][C:2]1[N:6]2[CH:7]=[CH:8][CH:9]=[C:10]([CH3:11])[C:5]2=[N:4][C:3]=1[CH2:12][C@@H:13]1[CH2:18][CH2:17][CH2:16][CH2:15][NH:14]1. (6) Given the reactants C1([C:7]2[N:12]=[C:11]([CH:13]=[O:14])[CH:10]=[CH:9][CH:8]=2)C=CC=CC=1.[CH:15]1[C:24]2[C:19](=[CH:20][CH:21]=[CH:22][CH:23]=2)[CH:18]=[CH:17][C:16]=1B(O)O, predict the reaction product. The product is: [CH:20]1[C:19]2[C:24](=[CH:15][C:16]([C:10]3[C:11]([CH:13]=[O:14])=[N:12][CH:7]=[CH:8][CH:9]=3)=[CH:17][CH:18]=2)[CH:23]=[CH:22][CH:21]=1. (7) Given the reactants [F:1][C:2]1[CH:3]=[C:4]([CH:8]=[CH:9][C:10]=1[F:11])[C:5]([OH:7])=O.CN(C(ON1N=NC2C=CC=CC1=2)=[N+](C)C)C.[B-](F)(F)(F)F.CCN(C(C)C)C(C)C.[CH3:43][NH:44][C@@H:45]([CH2:52][CH2:53][CH3:54])[CH2:46][N:47]1[CH2:50][CH:49]([OH:51])[CH2:48]1, predict the reaction product. The product is: [F:1][C:2]1[CH:3]=[C:4]([CH:8]=[CH:9][C:10]=1[F:11])[C:5]([N:44]([C@@H:45]([CH2:52][CH2:53][CH3:54])[CH2:46][N:47]1[CH2:48][CH:49]([OH:51])[CH2:50]1)[CH3:43])=[O:7].